This data is from Full USPTO retrosynthesis dataset with 1.9M reactions from patents (1976-2016). The task is: Predict the reactants needed to synthesize the given product. (1) Given the product [O:20]=[C:9]1[C:8]([C:6]([NH:5][CH2:4][C:3]2[CH:2]=[CH:24][N:28]=[CH:22][CH:21]=2)=[O:7])=[CH:13][C:12]([C:14]2[CH:15]=[CH:16][N:17]=[CH:18][CH:19]=2)=[N:11][NH:10]1, predict the reactants needed to synthesize it. The reactants are: Cl[C:2]1[CH:24]=C(Cl)[CH:22]=[CH:21][C:3]=1[CH2:4][NH:5][C:6]([C:8]1[C:9](=[O:20])[NH:10][N:11]=[C:12]([C:14]2[CH:19]=[CH:18][N:17]=[CH:16][CH:15]=2)[CH:13]=1)=[O:7].O=C1C(C(O)=O)=CC(C2C=CN=CC=2)=N[NH:28]1.C(Cl)(=O)C(Cl)=O.NCC1C=CN=CC=1. (2) Given the product [F:58][C:59]([F:72])([F:73])[C:60]1[CH:61]=[C:62]([NH:70][NH:71][C:54](=[O:55])[CH:42]([N:39]2[CH2:38][CH2:37][N:36]([C:34]([O:33][C:30]([CH3:29])([CH3:31])[CH3:32])=[O:35])[CH2:41][CH2:40]2)[C:43]2[CH:48]=[CH:47][CH:46]=[CH:45][N:44]=2)[CH:63]=[C:64]([C:66]([F:69])([F:67])[F:68])[CH:65]=1, predict the reactants needed to synthesize it. The reactants are: F[P-](F)(F)(F)(F)F.N1(O[P+](N(C)C)(N(C)C)N(C)C)C2C=CC=CC=2N=N1.[K].[CH3:29][C:30]([O:33][C:34]([N:36]1[CH2:41][CH2:40][N:39]([C:42]2[C:43]([C:48]([O-])=O)=[N:44][CH:45]=[CH:46][CH:47]=2)[CH2:38][CH2:37]1)=[O:35])([CH3:32])[CH3:31].CN1CC[O:55][CH2:54]C1.[F:58][C:59]([F:73])([F:72])[C:60]1[CH:61]=[C:62]([NH:70][NH2:71])[CH:63]=[C:64]([C:66]([F:69])([F:68])[F:67])[CH:65]=1. (3) Given the product [CH2:8]([CH:2]1[CH2:6][CH2:5][CH2:4][C:3]1=[O:7])[CH:17]=[CH2:18], predict the reactants needed to synthesize it. The reactants are: C[C:2]1([C:8](O)=O)[CH2:6][CH2:5][CH2:4][C:3]1=[O:7].C(=O)([O-])[O-].[K+].[K+].[CH2:17](Br)[CH:18]=C. (4) Given the product [CH2:32]([N:28]1[CH:27]=[C:26]2[C:30]([CH:31]=[C:23]([C:8]3[CH:9]=[C:10]([CH2:11][C:13]4[CH:22]=[C:21]5[C:16]([CH2:17][CH2:18][NH:19][CH2:20]5)=[CH:15][CH:14]=4)[N:6]4[C:7]=3[C:2]([NH2:1])=[N:3][CH:4]=[N:5]4)[CH:24]=[CH:25]2)=[N:29]1)[C:33]1[CH:34]=[CH:35][CH:36]=[CH:37][CH:38]=1, predict the reactants needed to synthesize it. The reactants are: [NH2:1][C:2]1[C:7]2=[C:8]([C:23]3[CH:24]=[CH:25][C:26]4[C:30]([CH:31]=3)=[N:29][N:28]([CH2:32][C:33]3[CH:38]=[CH:37][CH:36]=[CH:35][CH:34]=3)[CH:27]=4)[CH:9]=[C:10]([C:11]([C:13]3[CH:22]=[C:21]4[C:16]([CH2:17][CH2:18][NH:19][CH2:20]4)=[CH:15][CH:14]=3)=O)[N:6]2[N:5]=[CH:4][N:3]=1.CS(O)(=O)=O. (5) Given the product [F:22][C:17]([F:23])([C:18]([F:19])([F:20])[F:21])[C:16]([F:24])([F:25])[C:15]([F:27])([F:26])[CH2:14][CH2:6][CH2:7][CH2:8][CH2:9][CH2:10][CH2:11][CH2:12][OH:13], predict the reactants needed to synthesize it. The reactants are: C(O)(=O)C.I[CH:6]([CH2:14][C:15]([F:27])([F:26])[C:16]([F:25])([F:24])[C:17]([F:23])([F:22])[C:18]([F:21])([F:20])[F:19])[CH2:7][CH2:8][CH2:9][CH2:10][CH2:11][CH2:12][OH:13]. (6) Given the product [CH3:13][O:12][C:14]1[CH:21]=[CH:20][C:17]([CH2:18][N:5]2[CH:6]=[CH:7][C:3]([C:2]([F:9])([F:8])[F:1])=[N:4]2)=[CH:16][CH:15]=1, predict the reactants needed to synthesize it. The reactants are: [F:1][C:2]([F:9])([F:8])[C:3]1[CH:7]=[CH:6][NH:5][N:4]=1.N#N.[O:12]([C:14]1[CH:21]=[CH:20][C:17]([CH2:18]Cl)=[CH:16][CH:15]=1)[CH3:13].C(OCC)(=O)C.CCCCCC. (7) The reactants are: [N+:1]([C:4]1[CH:12]=[CH:11][CH:10]=[C:9]2[C:5]=1[CH:6]=[N:7][NH:8]2)([O-])=O. Given the product [NH:8]1[C:9]2[CH:10]=[CH:11][CH:12]=[C:4]([NH2:1])[C:5]=2[CH:6]=[N:7]1, predict the reactants needed to synthesize it. (8) Given the product [N+:1]([C:4]1[CH:5]=[C:6]([NH:17][C:18]2[C:27]3[C:22](=[CH:23][CH:24]=[CH:25][CH:26]=3)[N:21]=[C:20]([C:28]([NH2:33])=[O:30])[N:19]=2)[CH:7]=[C:8]([O:10][C:11]2[CH:12]=[CH:13][CH:14]=[CH:15][CH:16]=2)[CH:9]=1)([O-:3])=[O:2], predict the reactants needed to synthesize it. The reactants are: [N+:1]([C:4]1[CH:5]=[C:6]([NH:17][C:18]2[C:27]3[C:22](=[CH:23][CH:24]=[CH:25][CH:26]=3)[N:21]=[C:20]([C:28]([O:30]CC)=O)[N:19]=2)[CH:7]=[C:8]([O:10][C:11]2[CH:16]=[CH:15][CH:14]=[CH:13][CH:12]=2)[CH:9]=1)([O-:3])=[O:2].[NH3:33]. (9) Given the product [ClH:1].[Cl:1][C:2]1[C:7]([F:8])=[CH:6][CH:5]=[CH:4][C:3]=1[CH:9]1[CH2:10][CH2:11][N:12]([C:15]([C:17]2[C:21]3[CH2:22][NH:23][CH2:24][CH2:25][C:20]=3[NH:19][N:18]=2)=[O:16])[CH2:13][CH2:14]1, predict the reactants needed to synthesize it. The reactants are: [Cl:1][C:2]1[C:7]([F:8])=[CH:6][CH:5]=[CH:4][C:3]=1[CH:9]1[CH2:14][CH2:13][N:12]([C:15]([C:17]2[C:21]3[CH2:22][N:23](C(OC(C)(C)C)=O)[CH2:24][CH2:25][C:20]=3[NH:19][N:18]=2)=[O:16])[CH2:11][CH2:10]1.Cl. (10) Given the product [Br:3][C:4]1[CH:13]=[C:12]([CH2:14][C:15]#[N:16])[CH:11]=[CH:10][C:5]=1[C:6]([OH:8])=[O:7], predict the reactants needed to synthesize it. The reactants are: [OH-].[Na+].[Br:3][C:4]1[CH:13]=[C:12]([CH2:14][C:15]#[N:16])[CH:11]=[CH:10][C:5]=1[C:6]([O:8]C)=[O:7].OS([O-])(=O)=O.[K+].